From a dataset of Full USPTO retrosynthesis dataset with 1.9M reactions from patents (1976-2016). Predict the reactants needed to synthesize the given product. Given the product [Cl:1][C:2]1[N:7]=[C:6]2[S:8][C:9]([C:11]3[CH:18]=[CH:17][C:14]([CH2:15][N:21]4[CH2:24][CH:23]([C:25]([O:27][CH3:28])=[O:26])[CH2:22]4)=[CH:13][C:12]=3[F:19])=[N:10][C:5]2=[CH:4][CH:3]=1, predict the reactants needed to synthesize it. The reactants are: [Cl:1][C:2]1[N:7]=[C:6]2[S:8][C:9]([C:11]3[CH:18]=[CH:17][C:14]([CH:15]=O)=[CH:13][C:12]=3[F:19])=[N:10][C:5]2=[CH:4][CH:3]=1.Cl.[NH:21]1[CH2:24][CH:23]([C:25]([O:27][CH3:28])=[O:26])[CH2:22]1.C(N(C(C)C)C(C)C)C.C(O)(=O)C.C([BH3-])#N.[Na+].